From a dataset of Drug-target binding data from BindingDB using Kd measurements. Regression. Given a target protein amino acid sequence and a drug SMILES string, predict the binding affinity score between them. We predict pKd (pKd = -log10(Kd in M); higher means stronger binding). Dataset: bindingdb_kd. (1) The small molecule is Cc1n[nH]c2ccc(-c3cncc(OC[C@@H](N)Cc4ccccc4)c3)cc12. The target is PFCDPK1(Pfalciparum). The pKd is 5.0. (2) The compound is Nc1nc2c(ncn2COCCO)c(=O)[nH]1. The target protein (P9WP01) has sequence MADPRPDPDELARRAAQVIADRTGIGEHDVAVVLGSGWLPAVAALGSPTTVLPQAELPGFVPPTAAGHAGELLSVPIGAHRVLVLAGRIHAYEGHDLRYVVHPVRAARAAGAQIMVLTNAAGGLRADLQVGQPVLISDHLNLTARSPLVGGEFVDLTDAYSPRLRELARQSDPQLAEGVYAGLPGPHYETPAEIRMLQTLGADLVGMSTVHETIAARAAGAEVLGVSLVTNLAAGITGEPLSHAEVLAAGAASATRMGALLADVIARF. The pKd is 4.9.